Dataset: Reaction yield outcomes from USPTO patents with 853,638 reactions. Task: Predict the reaction yield, written as a fraction of the theoretical maximum amount of product (1.0 means a 100% yield; for example, 0.34 means a 34% yield). (1) The reactants are [Na].[C:2]([C:5]1[O:6][CH:7]=[CH:8][CH:9]=1)(=[O:4])[CH3:3].[C:10](OCC)(=[O:16])[C:11]([O:13][CH2:14]C)=[O:12].OS(O)(=O)=O. The catalyst is CO. The product is [O:6]1[CH:7]=[CH:8][CH:9]=[C:5]1[C:2](=[O:4])[CH2:3][C:10](=[O:16])[C:11]([O:13][CH3:14])=[O:12]. The yield is 0.350. (2) The reactants are [NH2:1][C:2]1[CH:3]=[CH:4][C:5]([CH:13]2[CH2:18][CH2:17][C:16](=O)[CH2:15][CH2:14]2)=[C:6]2[C:10]=1[C:9](=[O:11])[N:8]([CH3:12])[CH2:7]2.[CH3:20][NH:21][CH3:22].C1COCC1.C(O[BH-](OC(=O)C)OC(=O)C)(=O)C.[Na+]. The catalyst is ClCCCl. The product is [NH2:1][C:2]1[CH:3]=[CH:4][C:5]([CH:13]2[CH2:18][CH2:17][CH:16]([N:21]([CH3:22])[CH3:20])[CH2:15][CH2:14]2)=[C:6]2[C:10]=1[C:9](=[O:11])[N:8]([CH3:12])[CH2:7]2. The yield is 0.580.